This data is from Forward reaction prediction with 1.9M reactions from USPTO patents (1976-2016). The task is: Predict the product of the given reaction. (1) Given the reactants [Cl:1][C:2]1[CH:3]=[C:4]([C:11]([C:14]2[CH:15]=[C:16]([OH:25])[CH:17]=[C:18]([O:20][C:21]([F:24])([F:23])[F:22])[CH:19]=2)([CH3:13])[CH3:12])[CH:5]=[C:6]([N+:8]([O-:10])=[O:9])[CH:7]=1.N1C=CC=CC=1.[O:32](S(C(F)(F)F)(=O)=O)[S:33]([C:36]([F:39])([F:38])[F:37])(=O)=[O:34], predict the reaction product. The product is: [F:37][C:36]([F:39])([F:38])[S:33]([O:25][C:16]1[CH:17]=[C:18]([O:20][C:21]([F:23])([F:24])[F:22])[CH:19]=[C:14]([C:11]([C:4]2[CH:5]=[C:6]([N+:8]([O-:10])=[O:9])[CH:7]=[C:2]([Cl:1])[CH:3]=2)([CH3:12])[CH3:13])[CH:15]=1)(=[O:34])=[O:32]. (2) Given the reactants Cl[C:2]1[N:11]=[CH:10][C:9]2[NH:8][CH2:7][CH:6]3[CH2:12][O:13][CH2:14][CH2:15][N:5]3[C:4]=2[N:3]=1.CC1(C)C(C)(C)OB([C:24]2[CH:32]=[CH:31][CH:30]=[C:29]3[C:25]=2[CH:26]=[C:27]([OH:33])[NH:28]3)O1, predict the reaction product. The product is: [N:3]1[C:4]2[N:5]3[CH2:15][CH2:14][O:13][CH2:12][CH:6]3[CH2:7][NH:8][C:9]=2[CH:10]=[N:11][C:2]=1[C:24]1[CH:32]=[CH:31][CH:30]=[C:29]2[C:25]=1[CH:26]=[C:27]([OH:33])[NH:28]2. (3) Given the reactants [O:1]=[C:2]([CH2:8][CH2:9][CH2:10][CH2:11][CH2:12][CH2:13][CH2:14][CH2:15][CH2:16][CH2:17][CH3:18])[CH2:3][C:4]([O:6]C)=[O:5].Cl.[CH:20]1([NH:26][CH:27]2[CH2:32][CH2:31][CH2:30][CH2:29][CH2:28]2)[CH2:25][CH2:24][CH2:23][CH2:22][CH2:21]1, predict the reaction product. The product is: [OH:1][C@H:2]([CH2:8][CH2:9][CH2:10][CH2:11][CH2:12][CH2:13][CH2:14][CH2:15][CH2:16][CH2:17][CH3:18])[CH2:3][C:4]([O-:6])=[O:5].[CH:27]1([NH2+:26][CH:20]2[CH2:21][CH2:22][CH2:23][CH2:24][CH2:25]2)[CH2:28][CH2:29][CH2:30][CH2:31][CH2:32]1. (4) Given the reactants N[C:2]1[CH:10]=[C:9]([C:11]([F:14])([F:13])[F:12])[CH:8]=[CH:7][C:3]=1[C:4]([OH:6])=[O:5].[OH-].[Na+].N([O-])=O.[Na+].Cl.C([O-])(=O)C.[K+].C(=S)(OCC)[S-:28].[K+], predict the reaction product. The product is: [F:12][C:11]([F:14])([F:13])[C:9]1[CH:10]=[C:2]([SH:28])[C:3](=[CH:7][CH:8]=1)[C:4]([OH:6])=[O:5]. (5) Given the reactants [C:1]([O:5][C:6]([N:8]1[CH2:15][CH2:14][CH2:13][C@H:9]1[C:10]([OH:12])=O)=[O:7])([CH3:4])([CH3:3])[CH3:2].C1C=CC2N(O)N=NC=2C=1.[CH2:26]([NH2:33])[C:27]1[CH:32]=[CH:31][CH:30]=[CH:29][CH:28]=1.C(Cl)CCl.CN1CCOCC1, predict the reaction product. The product is: [C:1]([O:5][C:6]([N:8]1[CH2:15][CH2:14][CH2:13][C@H:9]1[C:10]([NH:33][CH2:26][C:27]1[CH:32]=[CH:31][CH:30]=[CH:29][CH:28]=1)=[O:12])=[O:7])([CH3:2])([CH3:3])[CH3:4]. (6) Given the reactants [F:1][C:2]([F:12])([F:11])[C:3](=O)[CH2:4][C:5]([O:7]CC)=O.C(O)(=O)C(O)=O.[CH2:19]([NH:21][NH2:22])[CH3:20], predict the reaction product. The product is: [CH2:19]([N:21]1[C:5]([OH:7])=[CH:4][C:3]([C:2]([F:1])([F:11])[F:12])=[N:22]1)[CH3:20]. (7) The product is: [F:1][C:2]1[CH:7]=[CH:6][C:5]([CH2:8][CH:9]2[CH2:10][CH2:11][N:12]([CH2:27][CH2:28][O:29][C:30]3[CH:39]=[CH:38][CH:37]=[C:36]4[C:31]=3[CH:32]=[N:33][C:34]([CH3:40])=[N:35]4)[CH2:13][CH2:14]2)=[CH:4][C:3]=1[N:15]1[CH2:20][CH2:19][N:18]([CH3:21])[CH2:17][CH2:16]1. Given the reactants [F:1][C:2]1[CH:7]=[CH:6][C:5]([CH2:8][CH:9]2[CH2:14][CH2:13][NH:12][CH2:11][CH2:10]2)=[CH:4][C:3]=1[N:15]1[CH2:20][CH2:19][N:18]([CH3:21])[CH2:17][CH2:16]1.CS(O[CH2:27][CH2:28][O:29][C:30]1[CH:39]=[CH:38][CH:37]=[C:36]2[C:31]=1[CH:32]=[N:33][C:34]([CH3:40])=[N:35]2)(=O)=O, predict the reaction product.